This data is from Forward reaction prediction with 1.9M reactions from USPTO patents (1976-2016). The task is: Predict the product of the given reaction. Given the reactants [C:1]1([N:7]2[C:11]([CH2:12][CH2:13][CH3:14])=[CH:10][C:9]([CH2:15][CH2:16][CH:17]=O)=[N:8]2)[CH:6]=[CH:5][CH:4]=[CH:3][CH:2]=1.[CH3:19][O:20][C:21]1[CH:26]=[CH:25][C:24]([N:27]2[CH2:32][CH2:31][NH:30][CH2:29][CH2:28]2)=[CH:23][CH:22]=1.CCN(C(C)C)C(C)C.[BH-](OC(C)=O)(OC(C)=O)OC(C)=O.[Na+], predict the reaction product. The product is: [CH3:19][O:20][C:21]1[CH:22]=[CH:23][C:24]([N:27]2[CH2:32][CH2:31][N:30]([CH2:17][CH2:16][CH2:15][C:9]3[CH:10]=[C:11]([CH2:12][CH2:13][CH3:14])[N:7]([C:1]4[CH:2]=[CH:3][CH:4]=[CH:5][CH:6]=4)[N:8]=3)[CH2:29][CH2:28]2)=[CH:25][CH:26]=1.